Regression/Classification. Given a drug SMILES string, predict its absorption, distribution, metabolism, or excretion properties. Task type varies by dataset: regression for continuous measurements (e.g., permeability, clearance, half-life) or binary classification for categorical outcomes (e.g., BBB penetration, CYP inhibition). Dataset: cyp1a2_veith. From a dataset of CYP1A2 inhibition data for predicting drug metabolism from PubChem BioAssay. (1) The drug is Cc1noc(C)c1C(=O)N1CCC2(CC1)CCN(c1ccncc1)CC2. The result is 0 (non-inhibitor). (2) The molecule is C=CCO[C@@H](Cn1ccnc1)c1ccc(Cl)cc1Cl. The result is 1 (inhibitor). (3) The drug is COCC(=O)N1CCC2(CC1)CCN(C(=O)Nc1cccc(F)c1)CC2. The result is 0 (non-inhibitor).